Dataset: Catalyst prediction with 721,799 reactions and 888 catalyst types from USPTO. Task: Predict which catalyst facilitates the given reaction. (1) Reactant: [Cl:1][C:2]1[C:3]2[CH:10]=[CH:9][NH:8][C:4]=2[N:5]=[CH:6][N:7]=1.[H-].[Na+].[CH3:13][Si:14]([CH2:17][CH2:18][O:19][CH2:20]Cl)([CH3:16])[CH3:15]. Product: [Cl:1][C:2]1[C:3]2[CH:10]=[CH:9][N:8]([CH2:20][O:19][CH2:18][CH2:17][Si:14]([CH3:16])([CH3:15])[CH3:13])[C:4]=2[N:5]=[CH:6][N:7]=1. The catalyst class is: 3. (2) Reactant: [NH2:1][CH:2]1[C:16]2=[N:17][CH:18]=[C:19]([C:20]([OH:23])([CH3:22])[CH3:21])[N:15]2[CH2:14][C:5]2[C:6]3[CH:7]=[N:8][NH:9][C:10]=3[C:11]([Cl:13])=[CH:12][C:4]=2[CH2:3]1.[O:24]=[C:25]1[NH:33][C:28]2=[N:29][CH:30]=[CH:31][CH:32]=[C:27]2[C:26]21[CH2:41][C:40]1[C:35](=[CH:36][CH:37]=[C:38]([C:42](O)=[O:43])[CH:39]=1)[CH2:34]2.C1C=CC2N(O)N=NC=2C=1.C(Cl)CCl. Product: [Cl:13][C:11]1[C:10]2[NH:9][N:8]=[CH:7][C:6]=2[C:5]2[CH2:14][N:15]3[C:19]([C:20]([OH:23])([CH3:21])[CH3:22])=[CH:18][N:17]=[C:16]3[C@H:2]([NH:1][C:42]([C:38]3[CH:39]=[C:40]4[C:35](=[CH:36][CH:37]=3)[CH2:34][C:26]3([C:27]5[C:28](=[N:29][CH:30]=[CH:31][CH:32]=5)[NH:33][C:25]3=[O:24])[CH2:41]4)=[O:43])[CH2:3][C:4]=2[CH:12]=1. The catalyst class is: 3. (3) Reactant: [C:1]([N:8]1[C:16]2[C:11](=[CH:12][CH:13]=[C:14]([O:17][CH3:18])[CH:15]=2)[CH:10]=[C:9]1B(O)O)([O:3][C:4]([CH3:7])([CH3:6])[CH3:5])=[O:2].I[C:23]1[CH:28]=[CH:27][C:26]([N:29]2[CH2:33][CH2:32][CH2:31][S:30]2(=[O:35])=[O:34])=[CH:25][CH:24]=1.C([O-])([O-])=O.[K+].[K+]. Product: [C:1]([N:8]1[C:16]2[C:11](=[CH:12][CH:13]=[C:14]([O:17][CH3:18])[CH:15]=2)[CH:10]=[C:9]1[C:23]1[CH:24]=[CH:25][C:26]([N:29]2[CH2:33][CH2:32][CH2:31][S:30]2(=[O:35])=[O:34])=[CH:27][CH:28]=1)([O:3][C:4]([CH3:7])([CH3:6])[CH3:5])=[O:2]. The catalyst class is: 151. (4) Reactant: [F:1][C:2]([F:17])([F:16])[C:3]1[CH:4]=[C:5]([C@H:13]([OH:15])[CH3:14])[CH:6]=[C:7]([C:9]([F:12])([F:11])[F:10])[CH:8]=1.[H-].[Na+].[CH2:20](Br)[CH:21]=[CH2:22]. Product: [F:1][C:2]([F:16])([F:17])[C:3]1[CH:4]=[C:5]([C@H:13]([O:15][CH2:22][CH:21]=[CH2:20])[CH3:14])[CH:6]=[C:7]([C:9]([F:10])([F:11])[F:12])[CH:8]=1. The catalyst class is: 7. (5) Reactant: C[O:2][C:3]1[CH:8]=[CH:7][C:6]([CH:9]=[CH:10][C:11]([C:13]2[CH:18]=[CH:17][CH:16]=[CH:15][CH:14]=2)=[O:12])=[CH:5][CH:4]=1.[C-]#N.[Na+].CS(C)=O.C(Cl)(Cl)Cl. Product: [OH:2][C:3]1[CH:4]=[CH:5][C:6]([CH:9]=[CH:10][C:11]([C:13]2[CH:14]=[CH:15][CH:16]=[CH:17][CH:18]=2)=[O:12])=[CH:7][CH:8]=1. The catalyst class is: 6. (6) Reactant: [CH3:1][N:2]1[C:7](=[O:8])[C:6]([C:9]2[N:13]([C:14]3[CH:21]=[CH:20][C:17]([C:18]#[N:19])=[CH:16][CH:15]=3)[N:12]=[CH:11][CH:10]=2)=[C:5]([CH3:22])[N:4]([C:23]2[CH:28]=[CH:27][CH:26]=[C:25]([C:29]([F:32])([F:31])[F:30])[CH:24]=2)[C:3]1=[O:33].[S:34](=O)(=[O:37])([OH:36])[OH:35].O.C(OCC)(=O)C. Product: [C:18]([C:17]1[CH:16]=[CH:15][C:14]([N:13]2[C:9]([C:6]3[C:7](=[O:8])[N:2]([CH3:1])[C:3](=[O:33])[N:4]([C:23]4[CH:28]=[CH:27][CH:26]=[C:25]([C:29]([F:30])([F:31])[F:32])[CH:24]=4)[C:5]=3[CH3:22])=[C:10]([S:34]([OH:37])(=[O:36])=[O:35])[CH:11]=[N:12]2)=[CH:21][CH:20]=1)#[N:19]. The catalyst class is: 10.